This data is from Full USPTO retrosynthesis dataset with 1.9M reactions from patents (1976-2016). The task is: Predict the reactants needed to synthesize the given product. Given the product [O:13]=[C:11]([N:14]1[CH2:18][CH2:17][CH2:16][C@H:15]1[CH2:19][N:20]1[CH2:25][CH2:24][CH2:23][CH2:22][CH2:21]1)/[CH:10]=[CH:9]/[C:5]1[CH:4]=[C:3]([CH:8]=[CH:7][CH:6]=1)[C:1]#[N:2], predict the reactants needed to synthesize it. The reactants are: [C:1]([C:3]1[CH:4]=[C:5](/[CH:9]=[CH:10]/[C:11]([OH:13])=O)[CH:6]=[CH:7][CH:8]=1)#[N:2].[NH:14]1[CH2:18][CH2:17][CH2:16][C@H:15]1[CH2:19][N:20]1[CH2:25][CH2:24][CH2:23][CH2:22][CH2:21]1.